Dataset: Forward reaction prediction with 1.9M reactions from USPTO patents (1976-2016). Task: Predict the product of the given reaction. (1) Given the reactants [C:1]([NH:5][C:6](=[O:8])[OH:7])([CH3:4])([CH3:3])[CH3:2].[OH:9][CH2:10][CH2:11][CH2:12][CH2:13][CH2:14][CH2:15][CH2:16][CH2:17][CH2:18][CH2:19][CH2:20][CH2:21][C:22]1([S:25]([NH2:28])(=[O:27])=[O:26])[CH2:24][CH2:23]1.C1C=C[NH+]=CC=1.[O-][Cr](Cl)(=O)=O, predict the reaction product. The product is: [C:1]([NH:5][C:6](=[O:7])[OH:8])([CH3:4])([CH3:3])[CH3:2].[O:9]=[CH:10][CH2:11][CH2:12][CH2:13][CH2:14][CH2:15][CH2:16][CH2:17][CH2:18][CH2:19][CH2:20][CH2:21][C:22]1([S:25]([NH2:28])(=[O:26])=[O:27])[CH2:24][CH2:23]1. (2) Given the reactants Cl[C:2]1[N:20]=[C:19]([Cl:21])[CH:18]=[CH:17][C:3]=1[C:4]([N:6]([CH2:8][CH:9]([OH:16])[C:10]1[CH:15]=[CH:14][CH:13]=[CH:12][CH:11]=1)[CH3:7])=[O:5].[H-].[Na+], predict the reaction product. The product is: [Cl:21][C:19]1[CH:18]=[CH:17][C:3]2[C:4](=[O:5])[N:6]([CH3:7])[CH2:8][CH:9]([C:10]3[CH:15]=[CH:14][CH:13]=[CH:12][CH:11]=3)[O:16][C:2]=2[N:20]=1. (3) Given the reactants [CH:1]([C:3]1[S:7][C:6]([C:8]2[CH:9]=[C:10]([C:14]3[CH:15]=[N:16][CH:17]=[C:18]([C:21]=3[NH:22][C:23]3[CH:24]=[C:25]4[C:29](=[CH:30][CH:31]=3)[NH:28][CH:27]=[CH:26]4)[C:19]#[N:20])[CH:11]=[CH:12][CH:13]=2)=[CH:5][CH:4]=1)=O.[BH-](OC(C)=O)(OC(C)=O)OC(C)=O.[Na+].[CH3:46][N:47]1[CH2:52][CH2:51][NH:50][CH2:49][CH2:48]1, predict the reaction product. The product is: [NH:28]1[C:29]2[C:25](=[CH:24][C:23]([NH:22][C:21]3[C:18]([C:19]#[N:20])=[CH:17][N:16]=[CH:15][C:14]=3[C:10]3[CH:11]=[CH:12][CH:13]=[C:8]([C:6]4[S:7][C:3]([CH2:1][N:50]5[CH2:51][CH2:52][N:47]([CH3:46])[CH2:48][CH2:49]5)=[CH:4][CH:5]=4)[CH:9]=3)=[CH:31][CH:30]=2)[CH:26]=[CH:27]1. (4) Given the reactants Cl[S:2]([C:5]1[CH:13]=[CH:12][C:8]([C:9]([OH:11])=[O:10])=[CH:7][CH:6]=1)(=[O:4])=[O:3].[NH2:14][C:15]1[CH:16]=[C:17]([C:21]2[C:30]3[C:25](=[C:26]([C:31]([F:34])([F:33])[F:32])[CH:27]=[CH:28][CH:29]=3)[N:24]=[CH:23][C:22]=2[C:35]([C:37]2[CH:42]=[CH:41][CH:40]=[CH:39][CH:38]=2)=[O:36])[CH:18]=[CH:19][CH:20]=1.C(N(CC)CC)C, predict the reaction product. The product is: [C:35]([C:22]1[CH:23]=[N:24][C:25]2[C:30]([C:21]=1[C:17]1[CH:16]=[C:15]([NH:14][S:2]([C:5]3[CH:13]=[CH:12][C:8]([C:9]([OH:11])=[O:10])=[CH:7][CH:6]=3)(=[O:4])=[O:3])[CH:20]=[CH:19][CH:18]=1)=[CH:29][CH:28]=[CH:27][C:26]=2[C:31]([F:34])([F:32])[F:33])(=[O:36])[C:37]1[CH:38]=[CH:39][CH:40]=[CH:41][CH:42]=1. (5) Given the reactants [C:1]12([C:11]3[CH:12]=[C:13](Br)[CH:14]=[CH:15][C:16]=3[O:17][CH2:18][O:19][CH3:20])[CH2:10][CH:5]3[CH2:6][CH:7]([CH2:9][CH:3]([CH2:4]3)[CH2:2]1)[CH2:8]2.[CH:22]([C:24]1[CH:29]=[CH:28][C:27](B(O)O)=[CH:26][CH:25]=1)=[O:23].C(=O)([O-])[O-].[K+].[K+], predict the reaction product. The product is: [C:1]12([C:11]3[CH:12]=[C:13]([C:27]4[CH:28]=[CH:29][C:24]([CH:22]=[O:23])=[CH:25][CH:26]=4)[CH:14]=[CH:15][C:16]=3[O:17][CH2:18][O:19][CH3:20])[CH2:10][CH:5]3[CH2:6][CH:7]([CH2:9][CH:3]([CH2:4]3)[CH2:2]1)[CH2:8]2. (6) Given the reactants [CH3:1][C@@:2]12[C@H:11]3C[C@@H:1](O)[C@:2]4(C)[C@@H:11](C5COC(=O)C=5)CC[C@:3]4(O)[C@@H]3CC[C@@H]1C[C@@H](O)C[CH2:3]2.[N:29](CCO)(CCO)CCO.[Cl-:39].[Na+:40].[OH2:41].[OH2:42].[OH2:43].O.O.O.[Cl-].[Mg+2].[Cl-].Cl, predict the reaction product. The product is: [OH:41][CH2:1][C:2]([CH2:11][OH:43])([CH2:3][OH:42])[NH2:29].[Cl-:39].[Na+:40]. (7) The product is: [CH:64]1[C:65]2[CH:53]([CH2:52][O:51][C:49]([NH:1][CH2:2][CH2:3][NH:4][C:5](=[O:38])[CH2:6][CH2:7][C@H:8]([NH:12][C:13](=[O:37])[CH2:14][CH2:15][CH2:16][CH2:17][CH2:18][CH2:19][CH2:20][CH2:21][CH2:22][CH2:23][CH2:24][CH2:25][CH2:26][CH2:27][CH2:28][CH2:29][C:30]([O:32][C:33]([CH3:34])([CH3:35])[CH3:36])=[O:31])[C:9]([OH:11])=[O:10])=[O:50])[C:54]3[C:59](=[CH:58][CH:57]=[CH:56][CH:55]=3)[C:60]=2[CH:61]=[CH:62][CH:63]=1. Given the reactants [NH2:1][CH2:2][CH2:3][NH:4][C:5](=[O:38])[CH2:6][CH2:7][C@H:8]([NH:12][C:13](=[O:37])[CH2:14][CH2:15][CH2:16][CH2:17][CH2:18][CH2:19][CH2:20][CH2:21][CH2:22][CH2:23][CH2:24][CH2:25][CH2:26][CH2:27][CH2:28][CH2:29][C:30]([O:32][C:33]([CH3:36])([CH3:35])[CH3:34])=[O:31])[C:9]([OH:11])=[O:10].CCN(C(C)C)C(C)C.Cl[C:49]([O:51][CH2:52][CH:53]1[C:65]2[CH:64]=[CH:63][CH:62]=[CH:61][C:60]=2[C:59]2[C:54]1=[CH:55][CH:56]=[CH:57][CH:58]=2)=[O:50], predict the reaction product. (8) Given the reactants [CH3:1][C:2]1([CH3:14])[C:6]([CH3:8])([CH3:7])[O:5][B:4]([C:9]2[CH:10]=[N:11][NH:12][CH:13]=2)[O:3]1.C(=O)([O-])[O-].[Cs+].[Cs+].Br[C:22]([CH3:27])([CH3:26])[C:23]([NH2:25])=[O:24], predict the reaction product. The product is: [CH3:26][C:22]([N:12]1[CH:13]=[C:9]([B:4]2[O:5][C:6]([CH3:7])([CH3:8])[C:2]([CH3:14])([CH3:1])[O:3]2)[CH:10]=[N:11]1)([CH3:27])[C:23]([NH2:25])=[O:24]. (9) Given the reactants [F:1][C:2]1[CH:7]=[C:6]([F:8])[CH:5]=[CH:4][C:3]=1[C:9](=O)[CH2:10][C:11]([O:13]CC)=O.CC1C=CC(S(O)(=O)=O)=CC=1.[N:28]1[CH:33]=[CH:32][CH:31]=[CH:30][C:29]=1[C:34]1[C:35]([NH2:40])=[N:36][NH:37][C:38]=1[NH2:39], predict the reaction product. The product is: [NH2:40][C:35]1[C:34]([C:29]2[CH:30]=[CH:31][CH:32]=[CH:33][N:28]=2)=[C:38]2[NH:39][C:9]([C:3]3[CH:4]=[CH:5][C:6]([F:8])=[CH:7][C:2]=3[F:1])=[CH:10][C:11](=[O:13])[N:37]2[N:36]=1. (10) Given the reactants [F:1][C:2]1[CH:7]=[CH:6][C:5]([CH2:8][CH2:9][CH2:10][O:11][C:12]2[C:13]([O:25][CH3:26])=[C:14]([C:22](=[O:24])[CH3:23])[C:15]([CH3:21])=[C:16]([CH3:20])[C:17]=2[O:18][CH3:19])=[CH:4][CH:3]=1.B(Cl)(Cl)Cl.Br[CH2:32][CH2:33]Br.[Br-].[NH:36]1[CH2:41]C[O:39][CH2:38][CH2:37]1, predict the reaction product. The product is: [F:1][C:2]1[CH:3]=[CH:4][C:5]([CH2:8][CH2:9][CH2:10][O:11][C:12]2[C:13]([O:25][CH2:26][CH2:41][N:36]3[CH2:33][CH2:32][O:39][CH2:38][CH2:37]3)=[C:14]([C:22](=[O:24])[CH3:23])[C:15]([CH3:21])=[C:16]([CH3:20])[C:17]=2[O:18][CH3:19])=[CH:6][CH:7]=1.